Dataset: Catalyst prediction with 721,799 reactions and 888 catalyst types from USPTO. Task: Predict which catalyst facilitates the given reaction. Reactant: [Cl:1][C:2]1[CH:3]=[CH:4][C:5]2[N:6]([C:8](I)=[C:9]([C:11]3[CH:16]=[CH:15][C:14]([Cl:17])=[CH:13][CH:12]=3)[N:10]=2)[N:7]=1.O1CCCC1.C(=O)([O-])[O-].[Cs+].[Cs+].[C:30]([O:34][C:35](=[O:52])[NH:36][C:37]1[CH:42]=[C:41](B2OC(C)(C)C(C)(C)O2)[CH:40]=[CH:39][N:38]=1)([CH3:33])([CH3:32])[CH3:31]. Product: [C:30]([O:34][C:35](=[O:52])[NH:36][C:37]1[CH:42]=[C:41]([C:8]2[N:6]3[N:7]=[C:2]([Cl:1])[CH:3]=[CH:4][C:5]3=[N:10][C:9]=2[C:11]2[CH:16]=[CH:15][C:14]([Cl:17])=[CH:13][CH:12]=2)[CH:40]=[CH:39][N:38]=1)([CH3:33])([CH3:31])[CH3:32]. The catalyst class is: 263.